The task is: Predict the product of the given reaction.. This data is from Forward reaction prediction with 1.9M reactions from USPTO patents (1976-2016). (1) Given the reactants [C:1]([O:5][C:6]([N:8]1[CH2:13][CH:12]=[C:11]([C:14]2[C:22]3[S:21][C:20]([NH2:23])=[N:19][C:18]=3[C:17]([O:24][CH3:25])=[CH:16][CH:15]=2)[CH2:10][CH2:9]1)=[O:7])([CH3:4])([CH3:3])[CH3:2].C(N(C(C)C)C(C)C)C.[F:35][C:36]1[CH:44]=[CH:43][C:39]([C:40](Cl)=[O:41])=[CH:38][CH:37]=1.CO, predict the reaction product. The product is: [C:1]([O:5][C:6]([N:8]1[CH2:9][CH:10]=[C:11]([C:14]2[C:22]3[S:21][C:20]([NH:23][C:40](=[O:41])[C:39]4[CH:43]=[CH:44][C:36]([F:35])=[CH:37][CH:38]=4)=[N:19][C:18]=3[C:17]([O:24][CH3:25])=[CH:16][CH:15]=2)[CH2:12][CH2:13]1)=[O:7])([CH3:4])([CH3:3])[CH3:2]. (2) Given the reactants [OH:1][C@H:2]([CH2:8][C:9](=[O:11])[O-:10])[CH2:3][N+:4]([CH3:7])([CH3:6])[CH3:5].[CH3:12][CH2:13][C@:14]12[CH:30]=[C:29]([C:31]([O:33][CH2:34][CH3:35])=[O:32])[N:28]3[C:20]4=[C:21]([CH2:36][CH2:37][N:18]([C@@H:19]14)[CH2:17][CH2:16][CH2:15]2)[C:22]1[CH:23]=[CH:24][CH:25]=[CH:26][C:27]=13.C(O)C.C(OC(C1C=CC(O)=CC=1)=O)C, predict the reaction product. The product is: [CH3:12][CH2:13][C@:14]12[CH:30]=[C:29]([C:31]([O:33][CH2:34][CH3:35])=[O:32])[N:28]3[C:20]4=[C:21]([CH2:36][CH2:37][N:18]([C@@H:19]14)[CH2:17][CH2:16][CH2:15]2)[C:22]1[CH:23]=[CH:24][CH:25]=[CH:26][C:27]=13.[OH:1][C@H:2]([CH2:8][C:9](=[O:10])[O-:11])[CH2:3][N+:4]([CH3:7])([CH3:5])[CH3:6]. (3) Given the reactants [N:1]1([C:7]2[O:8][C:9]([C:16]([NH:18][C:19]3[CH:20]=[C:21]4[C:26](=[CH:27][CH:28]=3)[CH2:25][NH:24][CH2:23][CH2:22]4)=[O:17])=[C:10]([C:12]([F:15])([F:14])[F:13])[N:11]=2)[CH2:6][CH2:5][CH2:4][CH2:3][CH2:2]1.C([O-])([O-])=O.[K+].[K+].I[CH2:36][C:37]([O:39][CH2:40][CH3:41])=[O:38], predict the reaction product. The product is: [N:1]1([C:7]2[O:8][C:9]([C:16]([NH:18][C:19]3[CH:20]=[C:21]4[C:26](=[CH:27][CH:28]=3)[CH2:25][N:24]([CH2:36][C:37]([O:39][CH2:40][CH3:41])=[O:38])[CH2:23][CH2:22]4)=[O:17])=[C:10]([C:12]([F:14])([F:13])[F:15])[N:11]=2)[CH2:2][CH2:3][CH2:4][CH2:5][CH2:6]1. (4) Given the reactants [Br:1][C:2]1[CH:3]=[C:4](Br)[C:5]2[N:6]([C:8]([I:11])=[CH:9][N:10]=2)[N:7]=1.[F:13][C:14]([F:19])([F:18])[CH2:15][CH2:16][NH2:17].O, predict the reaction product. The product is: [Br:1][C:2]1[CH:3]=[C:4]([NH:17][CH2:16][CH2:15][C:14]([F:19])([F:18])[F:13])[C:5]2[N:6]([C:8]([I:11])=[CH:9][N:10]=2)[N:7]=1. (5) Given the reactants [CH:1]1([C:6]2[C:7]([O:22]S(C3C=CC(C)=CC=3)(=O)=O)=[N:8][N:9]3[C:14]=2[C:13]([CH3:15])=[N:12][N:11]=[C:10]3[C:16]2[CH:21]=[CH:20][CH:19]=[CH:18][CH:17]=2)[CH2:5][CH2:4][CH2:3][CH2:2]1.[CH3:33][N:34]1[C:38]([CH2:39]O)=[N:37][CH:36]=[N:35]1.[H-].[Na+].O, predict the reaction product. The product is: [CH:1]1([C:6]2[C:7]([O:22][CH2:39][C:38]3[N:34]([CH3:33])[N:35]=[CH:36][N:37]=3)=[N:8][N:9]3[C:14]=2[C:13]([CH3:15])=[N:12][N:11]=[C:10]3[C:16]2[CH:21]=[CH:20][CH:19]=[CH:18][CH:17]=2)[CH2:5][CH2:4][CH2:3][CH2:2]1. (6) Given the reactants [F:1][C:2]1[CH:3]=[C:4]([OH:9])[CH:5]=[C:6]([CH3:8])[CH:7]=1.[Si:10](Cl)([C:13]([CH3:16])([CH3:15])[CH3:14])([CH3:12])[CH3:11].N1C=CN=C1, predict the reaction product. The product is: [C:13]([Si:10]([O:9][C:4]1[CH:5]=[C:6]([CH3:8])[CH:7]=[C:2]([F:1])[CH:3]=1)([CH3:12])[CH3:11])([CH3:16])([CH3:15])[CH3:14]. (7) The product is: [C:13]([NH:1][C@@H:2]([C:5]([OH:7])=[O:6])[CH2:3][OH:4])([C:14]1[CH:19]=[CH:18][CH:17]=[CH:16][CH:15]=1)([C:26]1[CH:27]=[CH:28][CH:29]=[CH:30][CH:31]=1)[C:20]1[CH:21]=[CH:22][CH:23]=[CH:24][CH:25]=1. Given the reactants [NH2:1][C@@H:2]([C:5]([OH:7])=[O:6])[CH2:3][OH:4].C[Si](Cl)(C)C.[C:13](Cl)([C:26]1[CH:31]=[CH:30][CH:29]=[CH:28][CH:27]=1)([C:20]1[CH:25]=[CH:24][CH:23]=[CH:22][CH:21]=1)[C:14]1[CH:19]=[CH:18][CH:17]=[CH:16][CH:15]=1, predict the reaction product. (8) Given the reactants [CH3:1][C@:2]1([NH:18][C@@H:19]2[CH2:24][CH2:23][CH2:22][CH2:21][C@H:20]2[NH:25]C(=O)OCC2C=CC=CC=2)[CH2:7][CH2:6][CH2:5][N:4]([C:8]2[CH:13]=[CH:12][C:11]([C:14]([F:17])([F:16])[F:15])=[CH:10][CH:9]=2)[CH2:3]1, predict the reaction product. The product is: [CH3:1][C@:2]1([NH:18][C@@H:19]2[CH2:24][CH2:23][CH2:22][CH2:21][C@H:20]2[NH2:25])[CH2:7][CH2:6][CH2:5][N:4]([C:8]2[CH:13]=[CH:12][C:11]([C:14]([F:15])([F:16])[F:17])=[CH:10][CH:9]=2)[CH2:3]1. (9) Given the reactants [Na].[Cl:2][C:3]1[CH:12]=[C:11]2[C:6]([CH:7]=[CH:8][C:9]([CH:13]=[CH:14][C:15]3[CH:16]=[C:17]([C@H:21]([S:34][CH2:35][CH:36]4[CH2:38][CH2:37]4)[CH2:22][CH2:23][C:24]4[CH:29]=[CH:28][CH:27]=[CH:26][C:25]=4[C:30]([OH:33])([CH3:32])[CH3:31])[CH:18]=[CH:19][CH:20]=3)=[N:10]2)=[CH:5][CH:4]=1.[C:39]([O:42]CC)(=[O:41])[CH3:40].C(Cl)Cl, predict the reaction product. The product is: [Cl:2][C:3]1[CH:12]=[C:11]2[C:6]([CH:7]=[CH:8][C:9]([CH:13]=[CH:14][C:15]3[CH:16]=[C:17]([C@H:21]([S:34][CH2:35][C:36]4([CH2:40][C:39]([OH:42])=[O:41])[CH2:38][CH2:37]4)[CH2:22][CH2:23][C:24]4[CH:29]=[CH:28][CH:27]=[CH:26][C:25]=4[C:30]([OH:33])([CH3:32])[CH3:31])[CH:18]=[CH:19][CH:20]=3)=[N:10]2)=[CH:5][CH:4]=1.